The task is: Predict which catalyst facilitates the given reaction.. This data is from Catalyst prediction with 721,799 reactions and 888 catalyst types from USPTO. (1) Reactant: Cl[CH2:2][C:3]1[N:29]([S:30]([C:33]2[CH:38]=[CH:37][CH:36]=[CH:35][CH:34]=2)(=[O:32])=[O:31])[C:6]2[N:7]=[CH:8][C:9]3[CH2:14][N:13]([C:15]4[C:20]([F:21])=[C:19]([O:22][CH3:23])[CH:18]=[C:17]([O:24][CH3:25])[C:16]=4[F:26])[C:12](=[O:27])[N:11]([CH3:28])[C:10]=3[C:5]=2[CH:4]=1.[NH:39]1[CH:43]=[CH:42][N:41]=[CH:40]1.C(=O)([O-])[O-].[Cs+].[Cs+]. Product: [F:21][C:20]1[C:19]([O:22][CH3:23])=[CH:18][C:17]([O:24][CH3:25])=[C:16]([F:26])[C:15]=1[N:13]1[CH2:14][C:9]2[CH:8]=[N:7][C:6]3[N:29]([S:30]([C:33]4[CH:38]=[CH:37][CH:36]=[CH:35][CH:34]=4)(=[O:31])=[O:32])[C:3]([CH2:2][N:39]4[CH:43]=[CH:42][N:41]=[CH:40]4)=[CH:4][C:5]=3[C:10]=2[N:11]([CH3:28])[C:12]1=[O:27]. The catalyst class is: 10. (2) Reactant: [CH3:1][Mg]Br.[F:4][C:5]([F:34])([F:33])[C:6]1[CH:7]=[C:8]([NH:12][C:13]([N:15]2[C:23]3[C:18](=[CH:19][C:20]([O:24][C:25]4[CH:30]=[C:29]([CH:31]=[O:32])[N:28]=[CH:27][N:26]=4)=[CH:21][CH:22]=3)[CH:17]=[CH:16]2)=[O:14])[CH:9]=[CH:10][CH:11]=1. Product: [F:34][C:5]([F:33])([F:4])[C:6]1[CH:7]=[C:8]([NH:12][C:13]([N:15]2[C:23]3[C:18](=[CH:19][C:20]([O:24][C:25]4[CH:30]=[C:29]([CH:31]([OH:32])[CH3:1])[N:28]=[CH:27][N:26]=4)=[CH:21][CH:22]=3)[CH:17]=[CH:16]2)=[O:14])[CH:9]=[CH:10][CH:11]=1. The catalyst class is: 1.